Dataset: Reaction yield outcomes from USPTO patents with 853,638 reactions. Task: Predict the reaction yield, written as a fraction of the theoretical maximum amount of product (1.0 means a 100% yield; for example, 0.34 means a 34% yield). (1) The reactants are [C:1]([CH2:3][C:4]([C:6]1[CH:15]=[CH:14][C:9]([C:10]([O:12][CH3:13])=[O:11])=[CH:8][CH:7]=1)=[O:5])#[N:2].[H-].[Na+].[N:18]([C:21]1[CH:22]=[CH:23][C:24]2[O:28][C:27]([CH3:29])=[CH:26][C:25]=2[CH:30]=1)=[C:19]=S.[NH2:31][C@H:32]1[CH2:38][CH2:37][CH2:36][CH2:35][N:34]([CH2:39][C:40]([N:42]2[CH2:46][CH2:45][CH2:44][CH2:43]2)=[O:41])[C:33]1=[O:47]. The catalyst is CN(C=O)C.C(OCC)(=O)C.[Hg](Cl)Cl. The product is [CH3:13][O:12][C:10](=[O:11])[C:9]1[CH:14]=[CH:15][C:6]([C:4](=[O:5])[C:3]([C:1]#[N:2])=[C:19]([NH:31][C@H:32]2[CH2:38][CH2:37][CH2:36][CH2:35][N:34]([CH2:39][C:40](=[O:41])[N:42]3[CH2:43][CH2:44][CH2:45][CH2:46]3)[C:33]2=[O:47])[NH:18][C:21]2[CH:22]=[CH:23][C:24]3[O:28][C:27]([CH3:29])=[CH:26][C:25]=3[CH:30]=2)=[CH:7][CH:8]=1. The yield is 0.490. (2) The reactants are COCOC1C=C([C@@H](N2CC[C@H](OCOC)C2)CO)C=CC=1.[CH3:23][O:24][CH2:25][O:26][C:27]1[CH:28]=[C:29]([C@H:33](O)[CH2:34][N:35]2[CH2:39][CH2:38][C@H:37]([O:40][CH2:41][O:42][CH3:43])[CH2:36]2)[CH:30]=[CH:31][CH:32]=1.[CH3:45][NH:46][C:47]1[CH:56]=[CH:55][C:50]([C:51]([O:53][CH3:54])=[O:52])=[CH:49][CH:48]=1. No catalyst specified. The product is [CH3:54][O:53][C:51](=[O:52])[C:50]1[CH:55]=[CH:56][C:47]([N:46]([C@@H:33]([C:29]2[CH:30]=[CH:31][CH:32]=[C:27]([O:26][CH2:25][O:24][CH3:23])[CH:28]=2)[CH2:34][N:35]2[CH2:39][CH2:38][C@H:37]([O:40][CH2:41][O:42][CH3:43])[CH2:36]2)[CH3:45])=[CH:48][CH:49]=1. The yield is 0.600. (3) The reactants are [OH:1][C:2]1[CH:7]=[CH:6][C:5]([C:8]([C:10]2[CH:15]=[CH:14][C:13]([OH:16])=[CH:12][CH:11]=2)=O)=[CH:4][CH:3]=1.[OH:17][CH2:18][CH2:19][O:20][CH2:21][CH2:22][O:23][C:24]1[CH:29]=[CH:28][C:27]([C:30](=O)[CH2:31][CH3:32])=[CH:26][CH:25]=1. No catalyst specified. The product is [OH:17][CH2:18][CH2:19][O:20][CH2:21][CH2:22][O:23][C:24]1[CH:25]=[CH:26][C:27]([C:30]([CH2:31][CH3:32])=[C:8]([C:10]2[CH:15]=[CH:14][C:13]([OH:16])=[CH:12][CH:11]=2)[C:5]2[CH:6]=[CH:7][C:2]([OH:1])=[CH:3][CH:4]=2)=[CH:28][CH:29]=1. The yield is 0.780. (4) The reactants are [Cl:1][C:2]1[CH:3]=[CH:4][C:5]([CH3:20])=[C:6]([NH:8][C:9]([NH:11][C:12]2[C:13]([CH3:19])=[N:14][N:15]([CH3:18])[C:16]=2[CH3:17])=[S:10])[CH:7]=1.[CH3:21]I. The catalyst is CC(C)=O. The product is [Cl:1][C:2]1[CH:3]=[CH:4][C:5]([CH3:20])=[C:6]([NH:8]/[C:9](=[N:11]\[C:12]2[C:13]([CH3:19])=[N:14][N:15]([CH3:18])[C:16]=2[CH3:17])/[S:10][CH3:21])[CH:7]=1. The yield is 0.740. (5) The reactants are CC1O[C:5]([CH:7]=O)=[CH:4][CH:3]=1.C(N(CCC)[CH2:13][CH2:14][CH2:15][CH2:16][NH:17][CH2:18][C:19]1[CH:26]=[CH:25][C:22]([CH2:23][NH2:24])=[CH:21][CH:20]=1)CC.S([O-])([O-])(=O)=O.[Na+].[Na+].[CH2:37]([OH:39])[CH3:38]. No catalyst specified. The product is [CH2:16]([N:17]([CH2:18][CH2:19][CH3:20])[CH2:7][CH2:5][CH2:4][CH2:3][CH:23]([NH2:24])[C:22]1[CH:21]=[CH:20][C:19]([CH2:18][N:17]=[CH:16][C:15]2[O:39][C:37]([CH3:38])=[CH:13][CH:14]=2)=[CH:26][CH:25]=1)[CH2:15][CH3:14]. The yield is 1.00. (6) The reactants are [C:1]1([C:7]2[CH:8]=[C:9]([CH:12]=O)[S:10][CH:11]=2)[CH:6]=[CH:5][CH:4]=[CH:3][CH:2]=1.[S:14]1[CH2:20][C:18](=[O:19])[NH:17][C:15]1=[S:16].C([O-])(=O)C.[Na+].O. The catalyst is C(O)(=O)C. The product is [C:1]1([C:7]2[CH:8]=[C:9]([CH:12]=[C:20]3[S:14][C:15](=[S:16])[NH:17][C:18]3=[O:19])[S:10][CH:11]=2)[CH:2]=[CH:3][CH:4]=[CH:5][CH:6]=1. The yield is 0.870. (7) The reactants are [F:1][C:2]1[CH:7]=[CH:6][C:5]([C:8]2[O:9][C:10]3[CH:20]=[CH:19][C:18]([C:21]4[CH:22]=[C:23]([CH:27]=[CH:28][CH:29]=4)[C:24]([OH:26])=O)=[CH:17][C:11]=3[C:12]=2[C:13](=[O:16])[NH:14][CH3:15])=[CH:4][CH:3]=1.CCN=C=NCCCN(C)C.Cl.[CH3:42][NH:43][S:44]([C:47]1[CH:52]=[CH:51][CH:50]=[CH:49][CH:48]=1)(=[O:46])=[O:45].ClCCCl. The product is [F:1][C:2]1[CH:7]=[CH:6][C:5]([C:8]2[O:9][C:10]3[CH:20]=[CH:19][C:18]([C:21]4[CH:29]=[CH:28][CH:27]=[C:23]([C:24](=[O:26])[N:43]([CH3:42])[S:44]([C:47]5[CH:52]=[CH:51][CH:50]=[CH:49][CH:48]=5)(=[O:46])=[O:45])[CH:22]=4)=[CH:17][C:11]=3[C:12]=2[C:13]([NH:14][CH3:15])=[O:16])=[CH:4][CH:3]=1. The catalyst is CN(C1C=CN=CC=1)C.CN(C=O)C. The yield is 0.550. (8) The product is [CH:19]([O:18][C:6]1[CH:5]=[C:4]([CH:9]=[C:8]([O:10][CH2:11][CH2:12][C:13]2[CH:17]=[CH:16][S:15][CH:14]=2)[CH:7]=1)[C:3]([OH:22])=[O:2])([CH3:21])[CH3:20]. The yield is 0.900. The reactants are C[O:2][C:3](=[O:22])[C:4]1[CH:9]=[C:8]([O:10][CH2:11][CH2:12][C:13]2[CH:17]=[CH:16][S:15][CH:14]=2)[CH:7]=[C:6]([O:18][CH:19]([CH3:21])[CH3:20])[CH:5]=1.CCO.O.[OH-].[Na+]. The catalyst is C1COCC1. (9) The reactants are [C:1]([C:5]1[CH:9]=[C:8]([NH:10][C:11]([NH:13][C@@H:14]2[C:23]3[C:18](=[CH:19][CH:20]=[CH:21][CH:22]=3)[C@H:17]([O:24][C:25]3[CH:26]=[CH:27][C:28]4[N:29]([C:31]([N:34]5[CH2:39][CH2:38][CH2:37][CH2:36][C@@H:35]5[CH3:40])=[N:32][N:33]=4)[CH:30]=3)[CH2:16][CH2:15]2)=[O:12])[N:7]([C:41]2[CH:42]=[C:43]([CH:50]=[CH:51][CH:52]=2)[CH2:44][O:45]S(C)(=O)=O)[N:6]=1)([CH3:4])([CH3:3])[CH3:2].[CH3:53][N:54]1[CH2:59][C@@H:58]2[CH2:60][C@H:55]1[CH2:56][NH:57]2.C1C[O:64]CC1. The product is [CH:44]([OH:45])=[O:64].[C:1]([C:5]1[CH:9]=[C:8]([NH:10][C:11]([NH:13][C@@H:14]2[C:23]3[C:18](=[CH:19][CH:20]=[CH:21][CH:22]=3)[C@H:17]([O:24][C:25]3[CH:26]=[CH:27][C:28]4[N:29]([C:31]([N:34]5[CH2:39][CH2:38][CH2:37][CH2:36][C@@H:35]5[CH3:40])=[N:32][N:33]=4)[CH:30]=3)[CH2:16][CH2:15]2)=[O:12])[N:7]([C:41]2[CH:52]=[CH:51][CH:50]=[C:43]([CH2:44][N:57]3[CH2:56][C@@H:55]4[CH2:60][C@H:58]3[CH2:59][N:54]4[CH3:53])[CH:42]=2)[N:6]=1)([CH3:3])([CH3:2])[CH3:4]. No catalyst specified. The yield is 0.0900.